Dataset: Reaction yield outcomes from USPTO patents with 853,638 reactions. Task: Predict the reaction yield, written as a fraction of the theoretical maximum amount of product (1.0 means a 100% yield; for example, 0.34 means a 34% yield). (1) The reactants are [C:1]([C:5]1[C:6]([O:24]C)=[C:7]([C:12]([CH3:23])=[C:13]([NH:15][C:16]2[CH:21]=[CH:20][C:19]([Cl:22])=[CH:18][CH:17]=2)[CH:14]=1)[C:8]([O:10]C)=[O:9])([CH3:4])([CH3:3])[CH3:2].[C:26]([BH3-])#N.[Na+].C=O.C(O)(=O)C. The catalyst is CC#N. The product is [C:1]([C:5]1[C:6]([OH:24])=[C:7]([C:12]([CH3:23])=[C:13]([N:15]([C:16]2[CH:17]=[CH:18][C:19]([Cl:22])=[CH:20][CH:21]=2)[CH3:26])[CH:14]=1)[C:8]([OH:10])=[O:9])([CH3:3])([CH3:2])[CH3:4]. The yield is 0.330. (2) The reactants are C([O:3][C:4]([C:6]1[C:7]([C:12]2[CH:17]=[CH:16][C:15]([Cl:18])=[CH:14][CH:13]=2)=[N:8][O:9][C:10]=1[CH3:11])=[O:5])C.[CH:19](=O)[C:20]1[CH:25]=[CH:24][CH:23]=[CH:22][CH:21]=1.[O-]CC.[Na+].Cl. The catalyst is C(O)C. The product is [Cl:18][C:15]1[CH:14]=[CH:13][C:12]([C:7]2[C:6]([C:4]([OH:3])=[O:5])=[C:10](/[CH:11]=[CH:19]/[C:20]3[CH:25]=[CH:24][CH:23]=[CH:22][CH:21]=3)[O:9][N:8]=2)=[CH:17][CH:16]=1. The yield is 0.530.